From a dataset of Peptide-MHC class I binding affinity with 185,985 pairs from IEDB/IMGT. Regression. Given a peptide amino acid sequence and an MHC pseudo amino acid sequence, predict their binding affinity value. This is MHC class I binding data. (1) The peptide sequence is GLFDFVNFV. The MHC is HLA-A02:02 with pseudo-sequence HLA-A02:02. The binding affinity (normalized) is 1.00. (2) The peptide sequence is KYAEAFQMV. The MHC is HLA-A02:03 with pseudo-sequence HLA-A02:03. The binding affinity (normalized) is 0.0847.